This data is from HIV replication inhibition screening data with 41,000+ compounds from the AIDS Antiviral Screen. The task is: Binary Classification. Given a drug SMILES string, predict its activity (active/inactive) in a high-throughput screening assay against a specified biological target. (1) The drug is C[N+](C)(C)CC1CCCC(C[N+](C)(C)C)C1=O.[I-]. The result is 0 (inactive). (2) The drug is CC(C)OCC(O)COc1ccc2ccc(=O)oc2c1. The result is 0 (inactive). (3) The compound is O=c1c2ccccc2oc2c1ccc1ncccc12. The result is 0 (inactive). (4) The molecule is CCCCC(C#N)C(=O)NC(N)=O. The result is 0 (inactive). (5) The drug is Cl.NC1CC(=O)c2c(Br)sc(Br)c21. The result is 0 (inactive). (6) The molecule is COC(=O)C1C(NCc2ccccc2)=CC(C)(C)C(C(=O)OC)C1c1ccccc1. The result is 0 (inactive). (7) The compound is CCCCCCNC(=O)C(=CC=Cc1ccccc1)NC(=O)c1ccccc1. The result is 0 (inactive).